Dataset: Reaction yield outcomes from USPTO patents with 853,638 reactions. Task: Predict the reaction yield, written as a fraction of the theoretical maximum amount of product (1.0 means a 100% yield; for example, 0.34 means a 34% yield). (1) The reactants are [NH2:1][C:2]1[N:3]=[C:4]([NH:19][CH:20]2[CH2:25][CH2:24][NH:23][CH2:22][CH2:21]2)[C:5]2[N:11]=[C:10]([C:12]3[CH:17]=[CH:16][C:15]([F:18])=[CH:14][CH:13]=3)[CH:9]=[CH:8][C:6]=2[N:7]=1.CCN(C(C)C)C(C)C.[Cl:35][C:36]1[CH:46]=[CH:45][C:39]([O:40][CH2:41][C:42](Cl)=[O:43])=[CH:38][CH:37]=1. The catalyst is O1CCOCC1. The product is [NH2:1][C:2]1[N:3]=[C:4]([NH:19][CH:20]2[CH2:25][CH2:24][N:23]([C:42](=[O:43])[CH2:41][O:40][C:39]3[CH:45]=[CH:46][C:36]([Cl:35])=[CH:37][CH:38]=3)[CH2:22][CH2:21]2)[C:5]2[N:11]=[C:10]([C:12]3[CH:13]=[CH:14][C:15]([F:18])=[CH:16][CH:17]=3)[CH:9]=[CH:8][C:6]=2[N:7]=1. The yield is 0.300. (2) The reactants are [H-].[Na+].[F:3][C:4]1[CH:9]=[CH:8][CH:7]=[CH:6][C:5]=1[C:10]1[C:14]([CH2:15][OH:16])=[C:13]([CH3:17])[O:12][N:11]=1.Cl[C:19]1[CH:28]=[CH:27][C:22]([C:23]([O:25][CH3:26])=[O:24])=[CH:21][N:20]=1.[Cl-].[Na+]. The catalyst is C1COCC1. The product is [CH3:26][O:25][C:23](=[O:24])[C:22]1[CH:27]=[CH:28][C:19]([O:16][CH2:15][C:14]2[C:10]([C:5]3[CH:6]=[CH:7][CH:8]=[CH:9][C:4]=3[F:3])=[N:11][O:12][C:13]=2[CH3:17])=[N:20][CH:21]=1. The yield is 0.490. (3) The reactants are [CH3:1][N:2]([S:23]([C:26]1[S:27][CH:28]=[CH:29][N:30]=1)(=[O:25])=[O:24])[C:3]1[CH:4]=[CH:5][CH:6]=[C:7]2[C:11]=1[NH:10][C:9]([C:12]1[S:13][CH:14]([CH2:17][C:18](OCC)=[O:19])[CH2:15][N:16]=1)=[CH:8]2.[BH4-].[Li+]. The catalyst is O1CCCC1.CO.C(OCC)(=O)C.Cl. The product is [OH:19][CH2:18][CH2:17][CH:14]1[S:13][C:12]([C:9]2[NH:10][C:11]3[C:7]([CH:8]=2)=[CH:6][CH:5]=[CH:4][C:3]=3[N:2]([CH3:1])[S:23]([C:26]2[S:27][CH:28]=[CH:29][N:30]=2)(=[O:24])=[O:25])=[N:16][CH2:15]1. The yield is 0.140. (4) The reactants are I[C:2]1[CH:3]=[CH:4][C:5]2[N:6]([CH:8]=[C:9]([CH2:11][OH:12])[N:10]=2)[N:7]=1.[OH:13][C:14]1[CH:15]=[C:16]([NH:20][C:21]([C:23]2[N:27]([CH3:28])[N:26]=[C:25]([CH3:29])[CH:24]=2)=[O:22])[CH:17]=[CH:18][CH:19]=1.C(=O)([O-])[O-].[K+].[K+].O. The catalyst is CN(C)C=O. The product is [OH:12][CH2:11][C:9]1[N:10]=[C:5]2[CH:4]=[CH:3][C:2]([O:13][C:14]3[CH:15]=[C:16]([NH:20][C:21]([C:23]4[N:27]([CH3:28])[N:26]=[C:25]([CH3:29])[CH:24]=4)=[O:22])[CH:17]=[CH:18][CH:19]=3)=[N:7][N:6]2[CH:8]=1. The yield is 0.130. (5) The reactants are CS([O:5][CH:6]1[CH:11]([CH3:12])[CH2:10][C:9]([C:13]2[CH:18]=[CH:17][N:16]=[CH:15][C:14]=2[N+:19]([O-:21])=[O:20])=[CH:8][CH:7]1[NH:22][C:23]([O:25][C:26]([CH3:29])([CH3:28])[CH3:27])=[O:24])(=O)=O.C(N(CC)CC)C.C[C:38]([O:41]C(OC(OC(C)(C)C)=O)=O)(C)C. The catalyst is N1C=CC=CC=1. The product is [CH3:12][CH:11]1[CH:6]2[CH:7]([N:22]([C:23]([O:25][C:26]([CH3:29])([CH3:28])[CH3:27])=[O:24])[C:38](=[O:41])[O:5]2)[CH:8]=[C:9]([C:13]2[CH:18]=[CH:17][N:16]=[CH:15][C:14]=2[N+:19]([O-:21])=[O:20])[CH2:10]1. The yield is 0.660. (6) The reactants are [CH3:1][O:2][C:3]([C@@H:5]1[C@H:10](C(O)=O)[CH:9]2[CH2:14][CH2:15][CH:6]1[CH2:7][CH2:8]2)=[O:4].C([N:18](CC)CC)C.Cl[C:24]([O:26][CH2:27][CH3:28])=[O:25].[N-]=[N+]=[N-].[Na+].[CH2:33](O)[C:34]1C=C[CH:37]=[CH:36][CH:35]=1. The catalyst is O1CCCC1.O.C1C=CC=CC=1.ClCCl. The product is [CH3:1][O:2][C:3]([C@H:5]1[C@@H:10]([NH:18][C:24]([O:26][CH2:27][C:28]2[CH:37]=[CH:36][CH:35]=[CH:34][CH:33]=2)=[O:25])[CH:9]2[CH2:8][CH2:7][CH:6]1[CH2:15][CH2:14]2)=[O:4]. The yield is 0.380. (7) The reactants are [CH3:1][C:2]([CH3:22])=[CH:3][C:4]([NH:6][C@H:7]([C:18]([O:20]C)=[O:19])[CH2:8][C:9]1[C:17]2[C:12](=[CH:13][CH:14]=[CH:15][CH:16]=2)[NH:11][CH:10]=1)=[O:5].[OH-].[Na+]. The catalyst is CO. The product is [CH3:1][C:2]([CH3:22])=[CH:3][C:4]([NH:6][C@H:7]([C:18]([OH:20])=[O:19])[CH2:8][C:9]1[C:17]2[C:12](=[CH:13][CH:14]=[CH:15][CH:16]=2)[NH:11][CH:10]=1)=[O:5]. The yield is 0.780.